From a dataset of Reaction yield outcomes from USPTO patents with 853,638 reactions. Predict the reaction yield, written as a fraction of the theoretical maximum amount of product (1.0 means a 100% yield; for example, 0.34 means a 34% yield). (1) The reactants are [Cl-].[CH3:2][O:3][C:4]1[CH:11]=[CH:10][CH:9]=[CH:8][C:5]=1[CH2:6][Zn+].C1COCC1.[O:17]1[C:21]2[CH:22]=[CH:23][C:24]([C:26]3([C:29]([NH:31][C:32]4[N:33]=[N:34][C:35](Cl)=[CH:36][CH:37]=4)=[O:30])[CH2:28][CH2:27]3)=[CH:25][C:20]=2[O:19][CH2:18]1. The catalyst is C1C=CC(P(C2C=CC=CC=2)[C-]2C=CC=C2)=CC=1.C1C=CC(P(C2C=CC=CC=2)[C-]2C=CC=C2)=CC=1.Cl[Pd]Cl.[Fe+2]. The product is [O:17]1[C:21]2[CH:22]=[CH:23][C:24]([C:26]3([C:29]([NH:31][C:32]4[N:33]=[N:34][C:35]([CH2:6][C:5]5[CH:8]=[CH:9][CH:10]=[CH:11][C:4]=5[O:3][CH3:2])=[CH:36][CH:37]=4)=[O:30])[CH2:28][CH2:27]3)=[CH:25][C:20]=2[O:19][CH2:18]1. The yield is 0.520. (2) The reactants are [Si:1]([O:18][CH2:19][CH2:20][CH2:21][C:22](=[O:44])[CH2:23][CH2:24][CH2:25][O:26][Si:27]([C:40]([CH3:43])([CH3:42])[CH3:41])([C:34]1[CH:39]=[CH:38][CH:37]=[CH:36][CH:35]=1)[C:28]1[CH:33]=[CH:32][CH:31]=[CH:30][CH:29]=1)([C:14]([CH3:17])([CH3:16])[CH3:15])([C:8]1[CH:13]=[CH:12][CH:11]=[CH:10][CH:9]=1)[C:2]1[CH:7]=[CH:6][CH:5]=[CH:4][CH:3]=1.C[Si](C)(C)[O:47][C:48]([CH3:50])=[CH2:49]. The catalyst is C(Cl)Cl.Cl[Ti](Cl)(Cl)Cl. The product is [Si:1]([O:18][CH2:19][CH2:20][CH2:21][C:22]([CH2:23][CH2:24][CH2:25][O:26][Si:27]([C:40]([CH3:43])([CH3:42])[CH3:41])([C:34]1[CH:35]=[CH:36][CH:37]=[CH:38][CH:39]=1)[C:28]1[CH:29]=[CH:30][CH:31]=[CH:32][CH:33]=1)([OH:44])[CH2:49][C:48](=[O:47])[CH3:50])([C:14]([CH3:15])([CH3:16])[CH3:17])([C:8]1[CH:13]=[CH:12][CH:11]=[CH:10][CH:9]=1)[C:2]1[CH:3]=[CH:4][CH:5]=[CH:6][CH:7]=1. The yield is 0.100. (3) The product is [C:48]([CH2:49][NH:54][C:3](=[O:5])[CH:2]([OH:1])[C:6]1[CH:7]=[CH:8][C:9]([C:12]2[N:16]=[C:15]([C:17]3[O:21][N:20]=[C:19]([C:22]4[CH:27]=[CH:26][CH:25]=[CH:24][CH:23]=4)[C:18]=3[C:28]([F:30])([F:31])[F:29])[O:14][N:13]=2)=[CH:10][CH:11]=1)#[N:47]. The yield is 0.760. The catalyst is CN(C=O)C. The reactants are [OH:1][CH:2]([C:6]1[CH:11]=[CH:10][C:9]([C:12]2[N:16]=[C:15]([C:17]3[O:21][N:20]=[C:19]([C:22]4[CH:27]=[CH:26][CH:25]=[CH:24][CH:23]=4)[C:18]=3[C:28]([F:31])([F:30])[F:29])[O:14][N:13]=2)=[CH:8][CH:7]=1)[C:3]([OH:5])=O.CN1CCOCC1.CN(C(O[N:47]1N=[N:54][C:49]2C=CC=N[C:48]1=2)=[N+](C)C)C.F[P-](F)(F)(F)(F)F.CCOC(C)=O. (4) The reactants are [CH2:1]([N:3]1[C:11]2[CH:10]=[C:9]3[N:12](COCC[Si](C)(C)C)[C:13]([C:15]4[C:23]5[C:18](=[CH:19][C:20]([C:24]6[CH:29]=[CH:28][CH:27]=[CH:26][CH:25]=6)=[CH:21][CH:22]=5)[N:17](COCC[Si](C)(C)C)[N:16]=4)=[N:14][C:8]3=[CH:7][C:6]=2[C:5]([CH3:47])([CH3:46])[C:4]1=[O:48])[CH3:2].[F-].C([N+](CCCC)(CCCC)CCCC)CCC.C(N)CN. The catalyst is O. The product is [CH2:1]([N:3]1[C:11]2[CH:10]=[C:9]3[NH:12][C:13]([C:15]4[C:23]5[C:18](=[CH:19][C:20]([C:24]6[CH:25]=[CH:26][CH:27]=[CH:28][CH:29]=6)=[CH:21][CH:22]=5)[NH:17][N:16]=4)=[N:14][C:8]3=[CH:7][C:6]=2[C:5]([CH3:47])([CH3:46])[C:4]1=[O:48])[CH3:2]. The yield is 0.730.